From a dataset of Reaction yield outcomes from USPTO patents with 853,638 reactions. Predict the reaction yield, written as a fraction of the theoretical maximum amount of product (1.0 means a 100% yield; for example, 0.34 means a 34% yield). (1) The reactants are [CH3:1][O:2][C:3](=[O:13])[C:4]1[CH:9]=[CH:8][C:7]([CH:10]=[CH2:11])=[N:6][C:5]=1[NH2:12].[C-:14]#[N:15].C([Al+]CC)C.C1(C)C=CC=CC=1.[Cl-].[Na+]. The catalyst is O1CCCC1. The product is [CH3:1][O:2][C:3](=[O:13])[C:4]1[CH:9]=[CH:8][C:7]([CH2:10][CH2:11][C:14]#[N:15])=[N:6][C:5]=1[NH2:12]. The yield is 0.210. (2) The yield is 0.640. The reactants are [F:1][C:2]1[CH:7]=[C:6]([F:8])[CH:5]=[CH:4][C:3]=1[C:9]#[C:10][C:11]1[N:12]=[N:13][C:14]([NH:17][NH2:18])=[CH:15][CH:16]=1.[CH:19](=O)[C:20]([CH3:23])([CH3:22])[CH3:21].C(O)(=O)C.C(O)(=O)C.IC1C=CC=CC=1. The catalyst is C(Cl)Cl. The product is [C:20]([C:23]1[N:13]2[N:12]=[C:11]([C:10]#[C:9][C:3]3[CH:4]=[CH:5][C:6]([F:8])=[CH:7][C:2]=3[F:1])[CH:16]=[CH:15][C:14]2=[N:17][N:18]=1)([CH3:22])([CH3:21])[CH3:19]. (3) The reactants are [C:1]([O:5][C:6]([NH:8][C@H:9]([CH3:13])[C:10](O)=[O:11])=[O:7])([CH3:4])([CH3:3])[CH3:2].F[B-](F)(F)F.N1(O[C:29](N(C)C)=[N+:30](C)[CH3:31])C2C=CC=CC=2N=N1.Cl.CNC.C(N(CC)C(C)C)(C)C. The catalyst is ClCCl.O. The product is [C:1]([O:5][C:6](=[O:7])[NH:8][C@@H:9]([C:10](=[O:11])[N:30]([CH3:31])[CH3:29])[CH3:13])([CH3:4])([CH3:3])[CH3:2]. The yield is 1.00.